From a dataset of Catalyst prediction with 721,799 reactions and 888 catalyst types from USPTO. Predict which catalyst facilitates the given reaction. (1) Reactant: [CH3:1][C@@H:2]1[O:7][C@@H:6]([O:8][C@@H:9]2[C:14]3=[C:15]([OH:32])[C:16]4[C:28](=[O:29])[C:27]5[C:22](=[CH:23][CH:24]=[CH:25][C:26]=5[O:30][CH3:31])[C:20](=[O:21])[C:17]=4[C:18]([OH:19])=[C:13]3[CH2:12][C@@:11]([OH:37])([C:33]([CH2:35][OH:36])=[O:34])[CH2:10]2)[CH2:5][C@H:4]([NH2:38])[C@@H:3]1[OH:39].Cl.C(N(CC)CC)C. Product: [CH3:1][C@@H:2]1[O:7][C@@H:6]([O:8][C@@H:9]2[C:14]3=[C:15]([OH:32])[C:16]4[C:28](=[O:29])[C:27]5[C:22](=[CH:23][CH:24]=[CH:25][C:26]=5[O:30][CH3:31])[C:20](=[O:21])[C:17]=4[C:18]([OH:19])=[C:13]3[CH2:12][C@@:11]([OH:37])([C:33]([CH2:35][OH:36])=[O:34])[CH2:10]2)[CH2:5][C@H:4]([NH2:38])[C@@H:3]1[OH:39]. The catalyst class is: 22. (2) Reactant: C(O)(=O)/C=C/C(O)=O.[NH2:9][CH2:10][CH2:11][CH2:12][CH2:13][O:14][N:15]1[C:27]2[C:26]3[CH:25]=[CH:24][CH:23]=[CH:22][C:21]=3[N:20]=[C:19]([NH2:28])[C:18]=2[N:17]=[C:16]1[CH2:29][CH2:30][CH2:31][CH3:32]. Product: [NH2:9][CH2:10][CH2:11][CH2:12][CH2:13][O:14][N:15]1[C:27]2[C:26]3[CH:25]=[CH:24][CH:23]=[CH:22][C:21]=3[N:20]=[C:19]([NH2:28])[C:18]=2[N:17]=[C:16]1[CH2:29][CH2:30][CH2:31][CH3:32]. The catalyst class is: 4. (3) Reactant: Cl[C:2]1[S:3][C:4]2[C:5]([N:10]=1)=[N:6][CH:7]=[CH:8][CH:9]=2.[OH:11][C:12]1[CH:19]=[CH:18][C:15]([CH:16]=[O:17])=[CH:14][CH:13]=1.C([O-])([O-])=O.[K+].[K+]. Product: [S:3]1[C:4]2[C:5](=[N:6][CH:7]=[CH:8][CH:9]=2)[N:10]=[C:2]1[O:11][C:12]1[CH:19]=[CH:18][C:15]([CH:16]=[O:17])=[CH:14][CH:13]=1. The catalyst class is: 23. (4) Reactant: I[C:2]1[CH:15]=[CH:14][CH:13]=[C:12]2[C:3]=1[NH:4][C:5]1[C:6]([C:17]([O:19][CH3:20])=[O:18])=[CH:7][CH:8]=[CH:9][C:10]=1[C:11]2=[O:16].[I:21]C1C=C2C(NC3C(C(O)=O)=CC=CC=3C2=O)=CC=1.[K+].[Br-].IC1C=C2C(=CC=1)N=C(C(OCC)=O)C=C2.IC1C=C2C(=CC=1)N=C(C(OCC)=O)C=N2.C(N(CC)CCNC(C1C(=O)C2C(=CC=C(I)C=2)NC=1)=O)C. Product: [I:21][C:14]1[CH:13]=[C:12]2[C:3]([NH:4][C:5]3[C:6]([C:17]([O:19][CH3:20])=[O:18])=[CH:7][CH:8]=[CH:9][C:10]=3[C:11]2=[O:16])=[CH:2][CH:15]=1. The catalyst class is: 4. (5) Reactant: [F:1][C:2]([F:15])([F:14])[S:3]([O:6]S(C(F)(F)F)(=O)=O)(=[O:5])=[O:4].[CH2:16]([O:18][C:19]([C:21]1[C:30]([Cl:31])=[CH:29][C:28]2[C:23](=[C:24](O)[CH:25]=[CH:26][CH:27]=2)[CH:22]=1)=[O:20])[CH3:17].O. Product: [CH2:16]([O:18][C:19]([C:21]1[C:30]([Cl:31])=[CH:29][C:28]2[C:23](=[C:24]([O:6][S:3]([C:2]([F:15])([F:14])[F:1])(=[O:5])=[O:4])[CH:25]=[CH:26][CH:27]=2)[CH:22]=1)=[O:20])[CH3:17]. The catalyst class is: 17. (6) Reactant: [C:1]([O:9][CH2:10][C@@H:11]1[C:15]([O:17][C:18](=[O:20])[CH3:19])([CH3:16])[C@:14]([F:22])([CH3:21])[CH:13]([N:23]2[CH:31]=[N:30][C:29]3[C:24]2=[N:25][CH:26]=[N:27][C:28]=3Cl)[O:12]1)(=[O:8])[C:2]1[CH:7]=[CH:6][CH:5]=[CH:4][CH:3]=1.[Cl:33][C:34]1[CH:35]=[C:36]([CH:39]=[CH:40][CH:41]=1)[CH2:37][NH2:38].O. Product: [C:1]([O:9][CH2:10][C@@H:11]1[C:15]([O:17][C:18](=[O:20])[CH3:19])([CH3:16])[C@:14]([F:22])([CH3:21])[CH:13]([N:23]2[CH:31]=[N:30][C:29]3[C:24]2=[N:25][CH:26]=[N:27][C:28]=3[NH:38][CH2:37][C:36]2[CH:39]=[CH:40][CH:41]=[C:34]([Cl:33])[CH:35]=2)[O:12]1)(=[O:8])[C:2]1[CH:7]=[CH:6][CH:5]=[CH:4][CH:3]=1. The catalyst class is: 8. (7) Reactant: [NH2:1][C:2]1[CH:9]=[C:8]([C:10]([C:12]2[C:20]3[CH:19]=[N:18][C:17]([NH2:21])=[N:16][C:15]=3[N:14]([C:22]([CH3:26])([CH3:25])[CH2:23][OH:24])[CH:13]=2)=[O:11])[CH:7]=[CH:6][C:3]=1[C:4]#[N:5].N1C(C)=CC=CC=1C.O([Si:43]([C:46]([CH3:49])([CH3:48])[CH3:47])([CH3:45])[CH3:44])S(C(F)(F)F)(=O)=O. Product: [NH2:1][C:2]1[CH:9]=[C:8]([C:10]([C:12]2[C:20]3[CH:19]=[N:18][C:17]([NH2:21])=[N:16][C:15]=3[N:14]([C:22]([CH3:26])([CH3:25])[CH2:23][O:24][Si:43]([C:46]([CH3:49])([CH3:48])[CH3:47])([CH3:45])[CH3:44])[CH:13]=2)=[O:11])[CH:7]=[CH:6][C:3]=1[C:4]#[N:5]. The catalyst class is: 91. (8) The catalyst class is: 9. Product: [CH3:29][N:30]1[CH2:35][CH2:34][N:33]([C:25]([C:9]2[N:10]=[C:11]([N:12]3[CH2:17][CH2:16][N:15]4[C:18]([C:21]([F:22])([F:23])[F:24])=[N:19][N:20]=[C:14]4[CH2:13]3)[C:6]3[CH:5]=[C:4]([CH2:1][CH2:2][CH3:3])[S:28][C:7]=3[N:8]=2)=[O:27])[CH2:32][CH2:31]1. Reactant: [CH2:1]([C:4]1[S:28][C:7]2[N:8]=[C:9]([C:25]([OH:27])=O)[N:10]=[C:11]([N:12]3[CH2:17][CH2:16][N:15]4[C:18]([C:21]([F:24])([F:23])[F:22])=[N:19][N:20]=[C:14]4[CH2:13]3)[C:6]=2[CH:5]=1)[CH2:2][CH3:3].[CH3:29][N:30]1[CH2:35][CH2:34][NH:33][CH2:32][CH2:31]1.CN(C(ON1N=NC2C=CC=NC1=2)=[N+](C)C)C.F[P-](F)(F)(F)(F)F.C(N(CC)CC)C. (9) Reactant: [CH3:1][N:2]1[C:7](=[O:8])[C:6]([NH:9][C:10]2[CH:15]=[CH:14][C:13]([N:16]3[CH2:21][CH2:20][N:19]([CH:22]4[CH2:25][O:24][CH2:23]4)[CH2:18][CH2:17]3)=[CH:12][N:11]=2)=[CH:5][C:4]([C:26]2[CH:33]=[N:32][CH:31]=[C:30]([N:34]3[CH2:46][CH2:45][N:37]4[C:38]5[CH2:39][CH2:40][CH2:41][CH2:42][C:43]=5[CH:44]=[C:36]4[C:35]3=[O:47])[C:27]=2[CH:28]=[O:29])=[CH:3]1.[BH4-].[Na+]. Product: [OH:29][CH2:28][C:27]1[C:26]([C:4]2[CH:5]=[C:6]([NH:9][C:10]3[CH:15]=[CH:14][C:13]([N:16]4[CH2:17][CH2:18][N:19]([CH:22]5[CH2:25][O:24][CH2:23]5)[CH2:20][CH2:21]4)=[CH:12][N:11]=3)[C:7](=[O:8])[N:2]([CH3:1])[CH:3]=2)=[CH:33][N:32]=[CH:31][C:30]=1[N:34]1[CH2:46][CH2:45][N:37]2[C:38]3[CH2:39][CH2:40][CH2:41][CH2:42][C:43]=3[CH:44]=[C:36]2[C:35]1=[O:47]. The catalyst class is: 5. (10) Reactant: C([O:4][CH2:5][C@@H:6]1[C@@H:11]([O:12]C(=O)C)[C@H:10]([O:16]C(=O)C)[C@H:9]([O:20]C(=O)C)[C@@H:8]([C:24]2[CH:29]=[CH:28][CH:27]=[C:26]([NH:30][C:31](=[O:62])[NH:32][C:33]3[CH:38]=[CH:37][CH:36]=[C:35]([C@@H:39]4[C@@H:44]([O:45]C(=O)C)[C@@H:43]([O:49]C(=O)C)[C@H:42]([O:53]C(=O)C)[C@@H:41]([CH2:57][O:58]C(=O)C)[O:40]4)[CH:34]=3)[CH:25]=2)[O:7]1)(=O)C.CO[Na]. Product: [OH:45][C@H:44]1[C@@H:43]([OH:49])[C@H:42]([OH:53])[C@@H:41]([CH2:57][OH:58])[O:40][C@@H:39]1[C:35]1[CH:34]=[C:33]([NH:32][C:31]([NH:30][C:26]2[CH:27]=[CH:28][CH:29]=[C:24]([C@@H:8]3[C@@H:9]([OH:20])[C@@H:10]([OH:16])[C@H:11]([OH:12])[C@@H:6]([CH2:5][OH:4])[O:7]3)[CH:25]=2)=[O:62])[CH:38]=[CH:37][CH:36]=1. The catalyst class is: 5.